Dataset: Forward reaction prediction with 1.9M reactions from USPTO patents (1976-2016). Task: Predict the product of the given reaction. Given the reactants [F:1][C:2]1[CH:3]=[C:4]([C:9]2[N:14]=[C:13]3[C:15]([CH2:18][NH2:19])=[CH:16][O:17][C:12]3=[CH:11][CH:10]=2)[CH:5]=[C:6]([F:8])[CH:7]=1.Cl[C:21]1[CH:22]=[CH:23][N:24]=[C:25]2[C:30]=1[N:29]=[CH:28][C:27]([O:31][CH3:32])=[CH:26]2.P([O-])([O-])([O-])=O.[K+].[K+].[K+].C1(P(C2C=CC=CC=2)C2C=CC3C(=CC=CC=3)C=2C2C3C(=CC=CC=3)C=CC=2P(C2C=CC=CC=2)C2C=CC=CC=2)C=CC=CC=1, predict the reaction product. The product is: [F:1][C:2]1[CH:3]=[C:4]([C:9]2[N:14]=[C:13]3[C:15]([CH2:18][NH:19][C:21]4[C:30]5[C:25](=[CH:26][C:27]([O:31][CH3:32])=[CH:28][N:29]=5)[N:24]=[CH:23][CH:22]=4)=[CH:16][O:17][C:12]3=[CH:11][CH:10]=2)[CH:5]=[C:6]([F:8])[CH:7]=1.